This data is from Catalyst prediction with 721,799 reactions and 888 catalyst types from USPTO. The task is: Predict which catalyst facilitates the given reaction. (1) Reactant: Br[CH:2]([C:8]1[CH:18]=[CH:17][CH:16]=[CH:15][C:9]=1[C:10](OCC)=[O:11])[C:3]([O:5][CH2:6][CH3:7])=[O:4].[CH3:19][NH2:20].C1COCC1. Product: [CH3:19][N:20]1[C:10](=[O:11])[C:9]2[C:8](=[CH:18][CH:17]=[CH:16][CH:15]=2)[CH:2]1[C:3]([O:5][CH2:6][CH3:7])=[O:4]. The catalyst class is: 23. (2) The catalyst class is: 1. Product: [Cl:18][C:19]1[CH:24]=[C:23]([CH3:25])[C:22]([O:26][C:3]2[C:8]([N+:9]([O-:11])=[O:10])=[C:7]([NH:12][CH:13]([CH2:14][CH3:15])[CH2:16][CH3:17])[CH:6]=[C:5]([CH3:28])[N:4]=2)=[C:21]([CH3:27])[CH:20]=1. Reactant: ClC[C:3]1[C:8]([N+:9]([O-:11])=[O:10])=[C:7]([NH:12][CH:13]([CH2:16][CH3:17])[CH2:14][CH3:15])[CH:6]=[CH:5][N:4]=1.[Cl:18][C:19]1[CH:24]=[C:23]([CH3:25])[C:22]([OH:26])=[C:21]([CH3:27])[CH:20]=1.[CH3:28]C(C)([O-])C.[K+]. (3) Reactant: [N:1]1([C:10]2[CH:15]=[CH:14][N:13]=[C:12]([NH:16][CH:17]3[CH2:26][CH2:25][C:20]4(OCC[O:21]4)[CH2:19][CH2:18]3)[N:11]=2)[C:5]2[CH:6]=[CH:7][CH:8]=[CH:9][C:4]=2[N:3]=[N:2]1.Cl.C([O-])(O)=O.[Na+]. Product: [N:1]1([C:10]2[CH:15]=[CH:14][N:13]=[C:12]([NH:16][CH:17]3[CH2:18][CH2:19][C:20](=[O:21])[CH2:25][CH2:26]3)[N:11]=2)[C:5]2[CH:6]=[CH:7][CH:8]=[CH:9][C:4]=2[N:3]=[N:2]1. The catalyst class is: 1. (4) Reactant: [CH2:1]([C:17]1[CH:18]=[C:19]([C:25]2[CH:30]=[CH:29][C:28]([O:31]C)=[CH:27][CH:26]=2)[CH:20]=[CH:21][C:22]=1[O:23]C)[CH2:2][CH2:3][CH2:4][CH2:5][CH2:6][CH2:7][CH2:8][CH2:9][CH2:10][CH2:11][CH2:12][CH2:13][CH2:14][CH2:15][CH3:16].Br.O. Product: [CH2:1]([C:17]1[CH:18]=[C:19]([C:25]2[CH:30]=[CH:29][C:28]([OH:31])=[CH:27][CH:26]=2)[CH:20]=[CH:21][C:22]=1[OH:23])[CH2:2][CH2:3][CH2:4][CH2:5][CH2:6][CH2:7][CH2:8][CH2:9][CH2:10][CH2:11][CH2:12][CH2:13][CH2:14][CH2:15][CH3:16]. The catalyst class is: 15. (5) Reactant: [NH2:1][CH2:2][C:3]1[CH:8]=[CH:7][C:6]([C:9]2[C:17]3[C:16]([NH2:18])=[N:15][CH:14]=[N:13][C:12]=3[N:11]([C@H:19]3[CH2:24][CH2:23][C@H:22]([N:25]4[CH2:30][CH2:29][N:28]([CH3:31])[CH2:27][CH2:26]4)[CH2:21][CH2:20]3)[CH:10]=2)=[CH:5][CH:4]=1.[C:32](Cl)(=[O:39])[C:33]1[CH:38]=[CH:37][CH:36]=[CH:35][CH:34]=1. Product: [NH2:18][C:16]1[C:17]2[C:9]([C:6]3[CH:5]=[CH:4][C:3]([CH2:2][NH:1][C:32](=[O:39])[C:33]4[CH:38]=[CH:37][CH:36]=[CH:35][CH:34]=4)=[CH:8][CH:7]=3)=[CH:10][N:11]([C@H:19]3[CH2:24][CH2:23][C@H:22]([N:25]4[CH2:26][CH2:27][N:28]([CH3:31])[CH2:29][CH2:30]4)[CH2:21][CH2:20]3)[C:12]=2[N:13]=[CH:14][N:15]=1. The catalyst class is: 529. (6) Reactant: [O:1]1[C:6]2[CH:7]=[CH:8][C:9]([CH2:11][N:12]([CH:20]3[CH2:25][CH2:24][N:23]([CH2:26][CH2:27][N:28]4[C:37]5[C:32](=[CH:33][CH:34]=[C:35]([O:38][CH3:39])[CH:36]=5)[C:31]([C:40]([NH:42][CH3:43])=[O:41])=[CH:30][C:29]4=[O:44])[CH2:22][CH2:21]3)C(=O)OC(C)(C)C)=[CH:10][C:5]=2[O:4][CH2:3][CH2:2]1.FC(F)(F)C(O)=O. Product: [O:1]1[C:6]2[CH:7]=[CH:8][C:9]([CH2:11][NH:12][CH:20]3[CH2:21][CH2:22][N:23]([CH2:26][CH2:27][N:28]4[C:37]5[C:32](=[CH:33][CH:34]=[C:35]([O:38][CH3:39])[CH:36]=5)[C:31]([C:40]([NH:42][CH3:43])=[O:41])=[CH:30][C:29]4=[O:44])[CH2:24][CH2:25]3)=[CH:10][C:5]=2[O:4][CH2:3][CH2:2]1. The catalyst class is: 4. (7) Reactant: [Br:1][C:2]1[CH:3]=[CH:4][C:5]([C:8]([OH:10])=O)=[N:6][CH:7]=1.S(Cl)(Cl)=O.C[N:16](C=O)C. Product: [Br:1][C:2]1[CH:3]=[CH:4][C:5]([C:8]([NH2:16])=[O:10])=[N:6][CH:7]=1. The catalyst class is: 2. (8) Reactant: [CH2:1]1[C:10]2[C:5](=[CH:6][CH:7]=[CH:8][CH:9]=2)[CH2:4][CH2:3][N:2]1[C:11]([C:13]1[CH:21]=[CH:20][C:19]2[NH:18][C:17]3[CH2:22][CH2:23][N:24]([C:26]([O:28][C:29]([CH3:32])([CH3:31])[CH3:30])=[O:27])[CH2:25][C:16]=3[C:15]=2[CH:14]=1)=[O:12].CC([O-])(C)C.[K+].[CH2:39]([S:42](Cl)(=[O:44])=[O:43])[CH2:40][CH3:41]. Product: [CH2:1]1[C:10]2[C:5](=[CH:6][CH:7]=[CH:8][CH:9]=2)[CH2:4][CH2:3][N:2]1[C:11]([C:13]1[CH:21]=[CH:20][C:19]2[N:18]([S:42]([CH2:39][CH2:40][CH3:41])(=[O:44])=[O:43])[C:17]3[CH2:22][CH2:23][N:24]([C:26]([O:28][C:29]([CH3:32])([CH3:31])[CH3:30])=[O:27])[CH2:25][C:16]=3[C:15]=2[CH:14]=1)=[O:12]. The catalyst class is: 3. (9) Reactant: [CH:1]1[C:9]2[C:8]3[CH:10]=[CH:11][CH:12]=[CH:13][C:7]=3[O:6][C:5]=2[CH:4]=[C:3]([S:14]([N:17]2[CH2:22][CH2:21][S:20][C:19]([CH3:24])([CH3:23])[C@@H:18]2[C:25]([OH:27])=O)(=[O:16])=[O:15])[CH:2]=1.C(Cl)(=O)C(Cl)=O.Cl.[NH2:35][OH:36].C(=O)(O)[O-].[Na+]. Product: [OH:36][NH:35][C:25]([C@H:18]1[C:19]([CH3:24])([CH3:23])[S:20][CH2:21][CH2:22][N:17]1[S:14]([C:3]1[CH:2]=[CH:1][C:9]2[C:8]3[CH:10]=[CH:11][CH:12]=[CH:13][C:7]=3[O:6][C:5]=2[CH:4]=1)(=[O:16])=[O:15])=[O:27]. The catalyst class is: 204.